From a dataset of Forward reaction prediction with 1.9M reactions from USPTO patents (1976-2016). Predict the product of the given reaction. (1) Given the reactants [CH3:1][C:2]1[S:6][C:5]([C:7]#[N:8])=[N:4][N:3]=1.C[O-].[Na+].[Cl-:12].[NH4+:13], predict the reaction product. The product is: [ClH:12].[CH3:1][C:2]1[S:6][C:5]([C:7](=[NH:13])[NH2:8])=[N:4][N:3]=1. (2) Given the reactants [CH2:1]([N:8]([CH2:18][C:19]1[CH:24]=[CH:23][CH:22]=[CH:21][CH:20]=1)[CH:9]([CH2:13][O:14][CH:15]([F:17])[F:16])[C:10](O)=[O:11])[C:2]1[CH:7]=[CH:6][CH:5]=[CH:4][CH:3]=1.C(N(CC)CC)C.ClC(OCC(C)C)=O.[F:40][C:41]1[CH:48]=[CH:47][C:44]([CH2:45][NH2:46])=[CH:43][CH:42]=1, predict the reaction product. The product is: [CH2:1]([N:8]([CH2:18][C:19]1[CH:20]=[CH:21][CH:22]=[CH:23][CH:24]=1)[CH:9]([CH2:13][O:14][CH:15]([F:16])[F:17])[C:10]([NH:46][CH2:45][C:44]1[CH:47]=[CH:48][C:41]([F:40])=[CH:42][CH:43]=1)=[O:11])[C:2]1[CH:3]=[CH:4][CH:5]=[CH:6][CH:7]=1.